Dataset: Full USPTO retrosynthesis dataset with 1.9M reactions from patents (1976-2016). Task: Predict the reactants needed to synthesize the given product. (1) Given the product [C:1]1([C@@H:7]([CH2:14][C:15]2[CH:20]=[CH:19][C:18]([O:21][CH2:22][CH2:23][C:24]3[CH:33]=[CH:32][C:31]4[CH2:30][CH2:29][CH2:28][NH:27][C:26]=4[N:25]=3)=[CH:17][CH:16]=2)[CH2:8][C:9]([OH:11])=[O:10])[CH:2]=[CH:3][CH:4]=[CH:5][CH:6]=1, predict the reactants needed to synthesize it. The reactants are: [C:1]1([C@@H:7]([CH2:14][C:15]2[CH:20]=[CH:19][C:18]([O:21][CH2:22][CH2:23][C:24]3[CH:33]=[CH:32][C:31]4[CH2:30][CH2:29][CH2:28][NH:27][C:26]=4[N:25]=3)=[CH:17][CH:16]=2)[CH2:8][C:9]([O:11]CC)=[O:10])[CH:6]=[CH:5][CH:4]=[CH:3][CH:2]=1.[Li+].[OH-]. (2) Given the product [Br:42][C:43]1[CH:50]=[CH:49][CH:48]=[CH:47][C:44]=1/[CH:45]=[CH:11]/[C:4]1[C:5]2[C:10](=[CH:9][CH:8]=[CH:7][CH:6]=2)[NH:2][N:3]=1, predict the reactants needed to synthesize it. The reactants are: [Br-].[NH:2]1[C:10]2[C:5](=[CH:6][CH:7]=[CH:8][CH:9]=2)[C:4]([CH2:11][P+](C2C=CC=CC=2)(C2C=CC=CC=2)C2C=CC=CC=2)=[N:3]1.C1CCN2C(=NCCC2)CC1.[Br:42][C:43]1[CH:50]=[CH:49][CH:48]=[CH:47][C:44]=1[CH:45]=O. (3) Given the product [C:4]1([C:8]2[CH:13]=[CH:12][CH:11]=[CH:10][CH:9]=2)[CH:5]=[CH:6][CH:7]=[C:2]([CH:22]=[O:23])[CH:3]=1, predict the reactants needed to synthesize it. The reactants are: Br[C:2]1[CH:7]=[CH:6][CH:5]=[C:4]([C:8]2[CH:13]=[CH:12][CH:11]=[CH:10][CH:9]=2)[CH:3]=1.C([Li])(C)(C)C.CN([CH:22]=[O:23])C.